From a dataset of Full USPTO retrosynthesis dataset with 1.9M reactions from patents (1976-2016). Predict the reactants needed to synthesize the given product. (1) Given the product [CH3:11][C:12]1([CH3:14])[CH2:9][C:8](=[O:10])[C:3]2[C:2](=[CH:7][CH:6]=[CH:5][CH:4]=2)[O:1]1, predict the reactants needed to synthesize it. The reactants are: [OH:1][C:2]1[CH:7]=[CH:6][CH:5]=[CH:4][C:3]=1[C:8](=[O:10])[CH3:9].[CH3:11][C:12]([CH3:14])=O.N1CCCC1. (2) Given the product [Cl:1][C:2]1[CH:3]=[C:4]([NH:10][C:11]2[CH:16]=[C:15]([C:17]3[CH:22]=[CH:21][C:20]([S:28]([CH3:38])(=[O:30])=[O:27])=[CH:19][CH:18]=3)[N:14]=[C:13]([NH2:25])[N:12]=2)[CH:5]=[CH:6][C:7]=1[O:8][CH3:9], predict the reactants needed to synthesize it. The reactants are: [Cl:1][C:2]1[CH:3]=[C:4]([NH:10][C:11]2[CH:16]=[C:15]([C:17]3[CH:22]=[CH:21][C:20](SC)=[CH:19][CH:18]=3)[N:14]=[C:13]([NH2:25])[N:12]=2)[CH:5]=[CH:6][C:7]=1[O:8][CH3:9].O[O:27][S:28]([O-:30])=O.[K+].OS([O-])(=O)=O.[K+].[CH3:38]C(C)=O. (3) Given the product [NH2:1][C:2]1[C:11]([F:12])=[C:10]([F:13])[C:9]([O:14][CH3:15])=[C:8]2[C:3]=1[C:4](=[O:22])[C:5]([C:17]([OH:19])=[O:18])=[CH:6][N:7]2[CH3:16], predict the reactants needed to synthesize it. The reactants are: [NH2:1][C:2]1[C:11]([F:12])=[C:10]([F:13])[C:9]([O:14][CH3:15])=[C:8]2[C:3]=1[C:4](=[O:22])[C:5]([C:17]([O:19]CC)=[O:18])=[CH:6][N:7]2[CH3:16].[OH-].[Na+]. (4) Given the product [CH2:38]([N:37]1[C:36](=[O:40])[CH2:35][S:34][C:33]2[CH:41]=[C:29]([C:10]3[CH:11]=[C:12]4[C:7](=[CH:8][CH:9]=3)[N:6]=[C:5]([C:22]3[CH:23]=[N:24][CH:25]=[CH:26][CH:27]=3)[N:4]=[C:3]4[NH:2][CH3:1])[CH:30]=[CH:31][C:32]1=2)[CH3:39], predict the reactants needed to synthesize it. The reactants are: [CH3:1][NH:2][C:3]1[C:12]2[C:7](=[CH:8][CH:9]=[C:10](B3OC(C)(C)C(C)(C)O3)[CH:11]=2)[N:6]=[C:5]([C:22]2[CH:23]=[N:24][CH:25]=[CH:26][CH:27]=2)[N:4]=1.Br[C:29]1[CH:30]=[CH:31][C:32]2[N:37]([CH2:38][CH3:39])[C:36](=[O:40])[CH2:35][S:34][C:33]=2[CH:41]=1.C(=O)([O-])[O-].[K+].[K+].C(O)C. (5) Given the product [F:1][C:2]([F:7])([F:6])[C:3]([OH:5])=[O:4].[F:8][C:9]([F:14])([F:13])[C:10]([OH:12])=[O:11].[F:1][C:2]([F:7])([F:6])[C:3]([OH:5])=[O:4].[Cl:15][C:16]1[CH:17]=[N:18][C:19]2[NH:20][C:21]3[CH:22]=[N:23][CH:24]=[C:25]([CH:47]=3)[CH2:26][CH2:27][C:28]3[CH:36]=[C:32]([NH:33][C:34]=1[N:35]=2)[CH:31]=[CH:30][C:29]=3[NH:37][C:38](=[O:46])[CH2:39][CH:40]1[CH2:45][CH2:44][N:43]([C:48](=[O:55])[C:49]2[CH:54]=[CH:53][N:52]=[CH:51][CH:50]=2)[CH2:42][CH2:41]1, predict the reactants needed to synthesize it. The reactants are: [F:1][C:2]([F:7])([F:6])[C:3]([OH:5])=[O:4].[F:8][C:9]([F:14])([F:13])[C:10]([OH:12])=[O:11].[Cl:15][C:16]1[CH:17]=[N:18][C:19]2[NH:20][C:21]3[CH:22]=[N:23][CH:24]=[C:25]([CH:47]=3)[CH2:26][CH2:27][C:28]3[CH:36]=[C:32]([NH:33][C:34]=1[N:35]=2)[CH:31]=[CH:30][C:29]=3[NH:37][C:38](=[O:46])[CH2:39][CH:40]1[CH2:45][CH2:44][NH:43][CH2:42][CH2:41]1.[C:48](Cl)(=[O:55])[C:49]1[CH:54]=[CH:53][N:52]=[CH:51][CH:50]=1. (6) Given the product [Cl:1][C:2]1[CH:3]=[CH:4][C:5]([C:8]2[CH:17]=[N:16][CH:15]=[C:14]3[C:9]=2[CH:10]=[C:11]([C:18]([NH:31][CH2:30][CH2:29][O:28][CH3:27])=[O:20])[CH:12]=[N:13]3)=[CH:6][CH:7]=1, predict the reactants needed to synthesize it. The reactants are: [Cl:1][C:2]1[CH:7]=[CH:6][C:5]([C:8]2[CH:17]=[N:16][CH:15]=[C:14]3[C:9]=2[CH:10]=[C:11]([C:18]([OH:20])=O)[CH:12]=[N:13]3)=[CH:4][CH:3]=1.C(Cl)(=O)C(Cl)=O.[CH3:27][O:28][CH2:29][CH2:30][NH2:31].C(N(CC)CC)C.